The task is: Predict the reaction yield, written as a fraction of the theoretical maximum amount of product (1.0 means a 100% yield; for example, 0.34 means a 34% yield).. This data is from Reaction yield outcomes from USPTO patents with 853,638 reactions. (1) The reactants are [Li][CH2:2][CH2:3][CH2:4][CH3:5].C([O:8][C:9](=[O:25])[CH:10]([C:15]1[CH:20]=[CH:19][C:18]([N+:21]([O-:23])=[O:22])=[C:17](F)[CH:16]=1)[CH2:11][CH:12]([CH3:14])[CH3:13])C.O.[CH:27]1([CH2:30][OH:31])[CH2:29][CH2:28]1. No catalyst specified. The product is [CH:4]1([CH2:5][O:8][C:9](=[O:25])[CH:10]([C:15]2[CH:20]=[CH:19][C:18]([N+:21]([O-:23])=[O:22])=[C:17]([O:31][CH2:30][CH:27]3[CH2:29][CH2:28]3)[CH:16]=2)[CH2:11][CH:12]([CH3:13])[CH3:14])[CH2:2][CH2:3]1. The yield is 0.930. (2) The yield is 0.670. The catalyst is O1CCOCC1.C(OCC)(=O)C.Cl[Pd](Cl)([P](C1C=CC=CC=1)(C1C=CC=CC=1)C1C=CC=CC=1)[P](C1C=CC=CC=1)(C1C=CC=CC=1)C1C=CC=CC=1. The product is [C:23]([O:22][C:20](=[O:21])[NH:19][C:17]1[CH:18]=[C:13]2[CH:12]=[C:11]([C:27]([C:52]3[CH:53]=[CH:54][C:49]([S:46]([CH3:45])(=[O:48])=[O:47])=[CH:50][CH:51]=3)=[CH:28][CH:29]3[CH2:33][CH2:32][CH2:31][CH2:30]3)[N:10]([S:7]([C:1]3[CH:2]=[CH:3][CH:4]=[CH:5][CH:6]=3)(=[O:8])=[O:9])[C:14]2=[N:15][CH:16]=1)([CH3:26])([CH3:25])[CH3:24]. The reactants are [C:1]1([S:7]([N:10]2[C:14]3=[N:15][CH:16]=[C:17]([NH:19][C:20]([O:22][C:23]([CH3:26])([CH3:25])[CH3:24])=[O:21])[CH:18]=[C:13]3[CH:12]=[C:11]2[C:27](OS(C2C=CC(C)=CC=2)(=O)=O)=[CH:28][CH:29]2[CH2:33][CH2:32][CH2:31][CH2:30]2)(=[O:9])=[O:8])[CH:6]=[CH:5][CH:4]=[CH:3][CH:2]=1.[CH3:45][S:46]([C:49]1[CH:54]=[CH:53][C:52](B(O)O)=[CH:51][CH:50]=1)(=[O:48])=[O:47].C(=O)([O-])[O-].[Na+].[Na+]. (3) The reactants are [CH3:1][NH:2][CH2:3][C:4]1([C:10]2[CH:15]=[CH:14][C:13]([O:16][CH2:17][CH2:18][CH2:19][N:20]3[CH2:24][CH2:23][CH2:22][CH2:21]3)=[CH:12][CH:11]=2)[CH2:9][CH2:8][O:7][CH2:6][CH2:5]1.C(N(CC)CC)C.[S:32](Cl)([CH3:35])(=[O:34])=[O:33]. The catalyst is ClCCl. The yield is 0.710. The product is [CH3:1][N:2]([CH2:3][C:4]1([C:10]2[CH:15]=[CH:14][C:13]([O:16][CH2:17][CH2:18][CH2:19][N:20]3[CH2:24][CH2:23][CH2:22][CH2:21]3)=[CH:12][CH:11]=2)[CH2:9][CH2:8][O:7][CH2:6][CH2:5]1)[S:32]([CH3:35])(=[O:34])=[O:33]. (4) The reactants are Cl[C:2]1[C:11]2[CH2:10][N:9]([CH3:12])[C:8](=[O:13])[NH:7][C:6]=2[N:5]=[CH:4][CH:3]=1.[NH2:14][C:15]1[CH:20]=[CH:19][C:18]([NH:21][C:22](=[O:30])[C:23]2[CH:28]=[CH:27][CH:26]=[C:25]([F:29])[CH:24]=2)=[CH:17][C:16]=1[F:31].Cl. The catalyst is CN1C(=O)CCC1. The product is [F:29][C:25]1[CH:24]=[C:23]([CH:28]=[CH:27][CH:26]=1)[C:22]([NH:21][C:18]1[CH:19]=[CH:20][C:15]([NH:14][C:2]2[C:11]3[CH2:10][N:9]([CH3:12])[C:8](=[O:13])[NH:7][C:6]=3[N:5]=[CH:4][CH:3]=2)=[C:16]([F:31])[CH:17]=1)=[O:30]. The yield is 0.200. (5) The reactants are [Cl:1][C:2]1[C:7]([CH:8]=[O:9])=[CH:6][N:5]=[C:4]2[N:10]([CH2:13][O:14][CH2:15][CH2:16][Si:17]([CH3:20])([CH3:19])[CH3:18])[CH:11]=[CH:12][C:3]=12.S(=O)(=O)([OH:23])N.CC(=CC)C.Cl([O-])=O.[Na+].[OH-].[Na+]. The catalyst is C(O)(=O)C.O. The product is [Cl:1][C:2]1[C:7]([C:8]([OH:23])=[O:9])=[CH:6][N:5]=[C:4]2[N:10]([CH2:13][O:14][CH2:15][CH2:16][Si:17]([CH3:20])([CH3:19])[CH3:18])[CH:11]=[CH:12][C:3]=12. The yield is 0.950. (6) The reactants are Br[C:2]1[C:19]([F:20])=[CH:18][C:5]([CH2:6][O:7][C:8]23[CH2:17][CH:12]4[CH2:13][CH:14]([CH2:16][CH:10]([CH2:11]4)[CH2:9]2)[CH2:15]3)=[C:4]([Cl:21])[CH:3]=1.[CH3:22][S:23]([NH2:26])(=[O:25])=[O:24].C(N(CC)CC)C.CC1(C)C2C(=C(P(C3C=CC=CC=3)C3C=CC=CC=3)C=CC=2)[O:55][C:37]2C(P(C3C=CC=CC=3)C3C=CC=CC=3)=CC=CC1=2. The catalyst is O1CCOCC1.C(Cl)Cl.[Cl-].[NH4+].[C-]#[O+].[C-]#[O+].[C-]#[O+].[C-]#[O+].[C-]#[O+].[C-]#[O+].[Mo].C([O-])(=O)C.[Pd+2].C([O-])(=O)C. The product is [C:8]12([O:7][CH2:6][C:5]3[C:4]([Cl:21])=[CH:3][C:2]([C:37]([NH:26][S:23]([CH3:22])(=[O:25])=[O:24])=[O:55])=[C:19]([F:20])[CH:18]=3)[CH2:17][CH:12]3[CH2:13][CH:14]([CH2:16][CH:10]([CH2:11]3)[CH2:9]1)[CH2:15]2. The yield is 0.280.